Dataset: Peptide-MHC class II binding affinity with 134,281 pairs from IEDB. Task: Regression. Given a peptide amino acid sequence and an MHC pseudo amino acid sequence, predict their binding affinity value. This is MHC class II binding data. The peptide sequence is TQCMNIMESIPANTI. The binding affinity (normalized) is 0.539. The MHC is DRB1_0101 with pseudo-sequence DRB1_0101.